From a dataset of Peptide-MHC class II binding affinity with 134,281 pairs from IEDB. Regression. Given a peptide amino acid sequence and an MHC pseudo amino acid sequence, predict their binding affinity value. This is MHC class II binding data. (1) The peptide sequence is DLILFDWPTHMLQLA. The MHC is DRB1_1101 with pseudo-sequence DRB1_1101. The binding affinity (normalized) is 0.271. (2) The peptide sequence is HFLLRGPFEASWAIK. The MHC is DRB1_1501 with pseudo-sequence DRB1_1501. The binding affinity (normalized) is 0.170. (3) The peptide sequence is AYESYKFIPALEAAVKQAYAATVAAA. The MHC is DRB1_0802 with pseudo-sequence DRB1_0802. The binding affinity (normalized) is 0.698. (4) The peptide sequence is WNTDIKTLKFDALSG. The MHC is DRB3_0202 with pseudo-sequence DRB3_0202. The binding affinity (normalized) is 0. (5) The peptide sequence is VAISRYLGKQFGLSG. The MHC is HLA-DPA10301-DPB10402 with pseudo-sequence HLA-DPA10301-DPB10402. The binding affinity (normalized) is 0.330.